The task is: Regression/Classification. Given a drug SMILES string, predict its absorption, distribution, metabolism, or excretion properties. Task type varies by dataset: regression for continuous measurements (e.g., permeability, clearance, half-life) or binary classification for categorical outcomes (e.g., BBB penetration, CYP inhibition). Dataset: cyp3a4_veith.. This data is from CYP3A4 inhibition data for predicting drug metabolism from PubChem BioAssay. (1) The compound is O=C(CSc1nc2ccccc2o1)Nc1nc2ccccc2s1. The result is 0 (non-inhibitor). (2) The molecule is CCOC(=O)CCN1C(=O)[C@H]2CC[C@@H]3/C(=N\NC(=O)OCc4ccccc4)C[C@@H](O)[C@@H](O)[C@@H]3[C@@H]2C1=O. The result is 0 (non-inhibitor). (3) The drug is COc1ccc2c(c1)C(=O)N(c1ccccc1)C(=O)C2. The result is 1 (inhibitor).